This data is from Full USPTO retrosynthesis dataset with 1.9M reactions from patents (1976-2016). The task is: Predict the reactants needed to synthesize the given product. (1) Given the product [F:36][C:2]([F:1])([F:37])[C:3]1[CH:4]=[C:5]([CH:29]=[C:30]([C:32]([F:35])([F:34])[F:33])[CH:31]=1)[CH2:6][O:7][CH2:8][C@:9]([C:23]1[CH:28]=[CH:27][CH:26]=[CH:25][CH:24]=1)([O:15][Si:16]([CH2:19][CH3:20])([CH2:21][CH3:22])[CH2:17][CH3:18])[CH2:10][CH2:11][NH2:12], predict the reactants needed to synthesize it. The reactants are: [F:1][C:2]([F:37])([F:36])[C:3]1[CH:4]=[C:5]([CH:29]=[C:30]([C:32]([F:35])([F:34])[F:33])[CH:31]=1)[CH2:6][O:7][CH2:8][C@:9]([C:23]1[CH:28]=[CH:27][CH:26]=[CH:25][CH:24]=1)([O:15][Si:16]([CH2:21][CH3:22])([CH2:19][CH3:20])[CH2:17][CH3:18])[CH:10]=[CH:11][N+:12]([O-])=O. (2) Given the product [F:27][C:24]([F:26])([F:25])[C:16]1[CH:15]=[C:14]([C@H:12]([O:11][C@@H:6]2[C@@H:5]([C:28]3[CH:29]=[CH:30][C:31]([F:34])=[CH:32][CH:33]=3)[C@H:4]3[N:8]([C:56](=[O:57])[CH:58]([N:37]([CH3:38])[CH3:36])[CH2:3]3)[CH2:7]2)[CH3:13])[CH:19]=[C:18]([C:20]([F:23])([F:22])[F:21])[CH:17]=1, predict the reactants needed to synthesize it. The reactants are: NC1C(=O)[N:8]2[C@H:4]([C@H:5]([C:28]3[CH:33]=[CH:32][C:31]([F:34])=[CH:30][CH:29]=3)[C@@H:6]([O:11][C@@H:12]([C:14]3[CH:19]=[C:18]([C:20]([F:23])([F:22])[F:21])[CH:17]=[C:16]([C:24]([F:27])([F:26])[F:25])[CH:15]=3)[CH3:13])[CH2:7]2)[CH2:3]1.C[CH2:36][N:37](C(C)C)[CH:38](C)C.C=O.[BH-](O[C:56]([CH3:58])=[O:57])(OC(C)=O)OC(C)=O.[Na+]. (3) Given the product [F:43][C:42]([F:45])([F:44])[C:7]1[CH:8]=[CH:9][C:4]2[N:3]=[C:2]([NH:10][N:11]=[CH:12][C:13]3[O:14][C:15]([N+:18]([O-:20])=[O:19])=[CH:16][CH:17]=3)[S:1][C:5]=2[CH:6]=1, predict the reactants needed to synthesize it. The reactants are: [S:1]1[C:5]2[CH:6]=[CH:7][CH:8]=[CH:9][C:4]=2[N:3]=[C:2]1[NH:10][N:11]=[CH:12][C:13]1[O:14][C:15]([N+:18]([O-:20])=[O:19])=[CH:16][CH:17]=1.[N+](C1OC(C=O)=CC=1)([O-])=O.N(C1SC2C=C([C:42]([F:45])([F:44])[F:43])C=CC=2N=1)N.